From a dataset of Forward reaction prediction with 1.9M reactions from USPTO patents (1976-2016). Predict the product of the given reaction. (1) Given the reactants Cl[C:2]1[N:7]=[C:6]([N:8]2[CH2:14][CH:13]3[O:15][CH:10]([CH2:11][CH2:12]3)[CH2:9]2)[CH:5]=[C:4]([C:16]([F:19])([F:18])[F:17])[N:3]=1.CC1(C)C(C)(C)OB([C:28]2[CH:34]=[CH:33][C:31]([NH2:32])=[CH:30][CH:29]=2)O1, predict the reaction product. The product is: [CH:10]12[O:15][CH:13]([CH2:12][CH2:11]1)[CH2:14][N:8]([C:6]1[CH:5]=[C:4]([C:16]([F:19])([F:18])[F:17])[N:3]=[C:2]([C:28]3[CH:34]=[CH:33][C:31]([NH2:32])=[CH:30][CH:29]=3)[N:7]=1)[CH2:9]2. (2) Given the reactants [Cl:1][CH2:2][CH2:3][CH2:4][C:5](Cl)=[O:6].Cl.[CH3:9][NH:10][O:11][CH3:12].N1C=CC=CC=1, predict the reaction product. The product is: [Cl:1][CH2:2][CH2:3][CH2:4][C:5]([N:10]([CH3:9])[O:11][CH3:12])=[O:6]. (3) Given the reactants [CH2:1]([N:8]1[CH2:12][CH:11]([N:13](C(OC(C)(C)C)=O)[CH2:14][C:15]2[CH:20]=[CH:19][C:18]([F:21])=[CH:17][C:16]=2[F:22])[CH2:10][CH:9]1[C:30](O)=[O:31])[C:2]1[CH:7]=[CH:6][CH:5]=[CH:4][CH:3]=1.[Cl:33][C:34]1[CH:35]=[C:36]([N:41]2[CH2:46][CH2:45][NH:44][CH2:43][CH2:42]2)[CH:37]=[C:38]([Cl:40])[CH:39]=1, predict the reaction product. The product is: [CH2:1]([N:8]1[CH2:12][C@@H:11]([NH:13][CH2:14][C:15]2[CH:20]=[CH:19][C:18]([F:21])=[CH:17][C:16]=2[F:22])[CH2:10][C@H:9]1[C:30]([N:44]1[CH2:45][CH2:46][N:41]([C:36]2[CH:35]=[C:34]([Cl:33])[CH:39]=[C:38]([Cl:40])[CH:37]=2)[CH2:42][CH2:43]1)=[O:31])[C:2]1[CH:7]=[CH:6][CH:5]=[CH:4][CH:3]=1. (4) Given the reactants C[O:2][C:3](=[O:27])[CH2:4][O:5][C:6]1[CH:11]=[C:10]([O:12][CH3:13])[C:9]([S:14][CH2:15][CH2:16][C:17]2[C:25]3[C:20](=[CH:21][CH:22]=[CH:23][CH:24]=3)[NH:19][CH:18]=2)=[CH:8][C:7]=1[CH3:26].[H-].[Na+].[F:30][C:31]([F:41])([F:40])[C:32]1[CH:39]=[CH:38][C:35]([CH2:36]Br)=[CH:34][CH:33]=1.Cl, predict the reaction product. The product is: [CH3:13][O:12][C:10]1[C:9]([S:14][CH2:15][CH2:16][C:17]2[C:25]3[C:20](=[CH:21][CH:22]=[CH:23][CH:24]=3)[N:19]([CH2:36][C:35]3[CH:34]=[CH:33][C:32]([C:31]([F:30])([F:40])[F:41])=[CH:39][CH:38]=3)[CH:18]=2)=[CH:8][C:7]([CH3:26])=[C:6]([CH:11]=1)[O:5][CH2:4][C:3]([OH:2])=[O:27]. (5) The product is: [S:17]1[CH:18]=[CH:19][N:20]=[C:16]1[N:15]1[CH:25]=[C:26]([C:28]2[S:29][CH:30]=[CH:31][N:32]=2)[N:21]=[C:14]1[C:13]1[CH:12]=[CH:11][C:10]([N:1]2[C:5]3=[N:6][CH:7]=[CH:8][CH:9]=[C:4]3[CH:3]=[CH:2]2)=[CH:23][CH:22]=1. Given the reactants [N:1]1([C:10]2[CH:23]=[CH:22][C:13]([C:14]([NH2:21])=[N:15][C:16]3[S:17][CH:18]=[CH:19][N:20]=3)=[CH:12][CH:11]=2)[C:5]2=[N:6][CH:7]=[CH:8][CH:9]=[C:4]2[CH:3]=[CH:2]1.Br[CH2:25][C:26]([C:28]1[S:29][CH:30]=[CH:31][N:32]=1)=O.C([O-])(O)=O.[Na+], predict the reaction product. (6) Given the reactants [F:1][S:2]([F:13])([F:12])([F:11])([F:10])[C:3]1[CH:4]=[C:5]([NH2:9])[CH:6]=[CH:7][CH:8]=1.[C:14]1(=O)[O:19][C:17](=[O:18])[C:16]2=[CH:20][CH:21]=[CH:22][CH:23]=[C:15]12.O, predict the reaction product. The product is: [F:1][S:2]([F:10])([F:11])([F:12])([F:13])[C:3]1[CH:4]=[C:5]([N:9]2[C:17](=[O:18])[C:16]3[C:15](=[CH:23][CH:22]=[CH:21][CH:20]=3)[C:14]2=[O:19])[CH:6]=[CH:7][CH:8]=1.